Dataset: Full USPTO retrosynthesis dataset with 1.9M reactions from patents (1976-2016). Task: Predict the reactants needed to synthesize the given product. (1) Given the product [NH2:1][C:2]1[N:3]=[C:4]([Cl:12])[N:5]=[C:6]([NH:13][C:14]2[CH:19]=[CH:18][C:17]([N:20]3[CH2:25][CH2:24][N:23]([C:26]([O:28][C:29]([CH3:30])([CH3:31])[CH3:32])=[O:27])[CH2:22][CH2:21]3)=[CH:16][C:15]=2[O:33][CH3:34])[C:7]=1[C:8](=[O:9])[NH2:10], predict the reactants needed to synthesize it. The reactants are: [NH2:1][C:2]1[C:7]([C:8]([NH2:10])=[O:9])=[C:6](Cl)[N:5]=[C:4]([Cl:12])[N:3]=1.[NH2:13][C:14]1[CH:19]=[CH:18][C:17]([N:20]2[CH2:25][CH2:24][N:23]([C:26]([O:28][C:29]([CH3:32])([CH3:31])[CH3:30])=[O:27])[CH2:22][CH2:21]2)=[CH:16][C:15]=1[O:33][CH3:34].C(N(C(C)C)CC)(C)C. (2) Given the product [CH3:1][C@H:2]1[CH2:10][C@@H:9]([OH:11])[C@@H:5]([CH:6]([CH3:8])[CH3:7])[CH2:4][CH2:3]1, predict the reactants needed to synthesize it. The reactants are: [CH3:1][CH:2]1[CH2:10][CH:9]([OH:11])[C:5](=[C:6]([CH3:8])[CH3:7])[CH2:4][CH2:3]1.